This data is from Reaction yield outcomes from USPTO patents with 853,638 reactions. The task is: Predict the reaction yield, written as a fraction of the theoretical maximum amount of product (1.0 means a 100% yield; for example, 0.34 means a 34% yield). (1) The reactants are [CH:1]([N:4]1[C:8]2[CH:9]=[CH:10][CH:11]=[CH:12][C:7]=2[N:6]([CH2:13][C:14]2[N:18]([CH2:19][CH2:20][CH:21]([CH3:23])[CH3:22])[C:17]3[CH:24]=[CH:25][C:26]([C:28]([OH:30])=O)=[CH:27][C:16]=3[N:15]=2)[C:5]1=[O:31])([CH3:3])[CH3:2].C(Cl)CCl.[CH3:36][NH:37][CH3:38]. The catalyst is CN(C1C=CN=CC=1)C. The product is [CH3:36][N:37]([CH3:38])[C:28]([C:26]1[CH:25]=[CH:24][C:17]2[N:18]([CH2:19][CH2:20][CH:21]([CH3:23])[CH3:22])[C:14]([CH2:13][N:6]3[C:7]4[CH:12]=[CH:11][CH:10]=[CH:9][C:8]=4[N:4]([CH:1]([CH3:3])[CH3:2])[C:5]3=[O:31])=[N:15][C:16]=2[CH:27]=1)=[O:30]. The yield is 0.490. (2) The reactants are [Br:1][C:2]1[CH:3]=[N:4][CH:5]=[C:6]([CH:12]=1)[C:7]([O:9]CC)=O.[Li+:13].CC([N-]C(C)C)C.[C:21]([O:25][CH3:26])(=[O:24])[CH:22]=[CH2:23].CC(O)=O. The catalyst is C1COCC1. The product is [Br:1][C:2]1[C:12]2[CH2:23][C:22]([C:21]([O:25][CH3:26])=[O:24])=[C:7]([O-:9])[C:6]=2[CH:5]=[N:4][CH:3]=1.[Li+:13]. The yield is 0.500.